This data is from Catalyst prediction with 721,799 reactions and 888 catalyst types from USPTO. The task is: Predict which catalyst facilitates the given reaction. Reactant: C([Si](C)(C)[O:6][CH2:7][CH2:8][O:9][C:10]1[CH:15]=[CH:14][C:13]([NH:16][C:17]([C@@H:19]2[NH:23][C@@H:22]([CH2:24][C:25]([CH3:28])([CH3:27])[CH3:26])[C@:21]3([C:36]4[C:31](=[CH:32][C:33]([Cl:37])=[CH:34][CH:35]=4)[NH:30][C:29]3=[O:38])[C@H:20]2[C:39]2[CH:44]=[CH:43][CH:42]=[C:41]([Cl:45])[C:40]=2[F:46])=[O:18])=[C:12]([O:47][CH3:48])[CH:11]=1)(C)(C)C.[CH2:51]=O.Cl. Product: [Cl:37][C:33]1[CH:32]=[C:31]2[NH:30][C:29](=[O:38])[C@@:21]3([C@H:22]([CH2:24][C:25]([CH3:27])([CH3:28])[CH3:26])[N:23]4[CH2:51][N:16]([C:13]5[CH:14]=[CH:15][C:10]([O:9][CH2:8][CH2:7][OH:6])=[CH:11][C:12]=5[O:47][CH3:48])[C:17](=[O:18])[C@H:19]4[C@@H:20]3[C:39]3[CH:44]=[CH:43][CH:42]=[C:41]([Cl:45])[C:40]=3[F:46])[C:36]2=[CH:35][CH:34]=1. The catalyst class is: 57.